The task is: Predict the reactants needed to synthesize the given product.. This data is from Full USPTO retrosynthesis dataset with 1.9M reactions from patents (1976-2016). (1) Given the product [CH:1](=[C:10]([C:11]#[CH:14])[C:9]#[N:13])[C:2]1[CH:7]=[CH:6][CH:5]=[CH:4][CH:3]=1, predict the reactants needed to synthesize it. The reactants are: [CH:1](=O)[C:2]1[CH:7]=[CH:6][CH:5]=[CH:4][CH:3]=1.[C:9](#[N:13])[CH2:10][C:11]#N.[CH2:14](O)C. (2) The reactants are: [NH2:1][C:2]1[CH:3]=[CH:4][C:5]([F:20])=[C:6]([C:8]([C:10]2[CH:11]=[C:12]3[C:17](=[CH:18][CH:19]=2)[N:16]=[CH:15][CH:14]=[N:13]3)=[O:9])[CH:7]=1.CCN(C(C)C)C(C)C.[F:30][C:31]1[CH:32]=[C:33]([CH:37]=[CH:38][CH:39]=1)[C:34](Cl)=[O:35]. Given the product [F:30][C:31]1[CH:32]=[C:33]([CH:37]=[CH:38][CH:39]=1)[C:34]([NH:1][C:2]1[CH:3]=[CH:4][C:5]([F:20])=[C:6]([C:8]([C:10]2[CH:11]=[C:12]3[C:17](=[CH:18][CH:19]=2)[N:16]=[CH:15][CH:14]=[N:13]3)=[O:9])[CH:7]=1)=[O:35], predict the reactants needed to synthesize it.